From a dataset of Full USPTO retrosynthesis dataset with 1.9M reactions from patents (1976-2016). Predict the reactants needed to synthesize the given product. (1) Given the product [Cl:12][C:13]1[CH:18]=[CH:17][C:16]([O:19][CH2:2][C:3]2[C:8]([N+:9]([O-:11])=[O:10])=[CH:7][CH:6]=[CH:5][N:4]=2)=[CH:15][CH:14]=1, predict the reactants needed to synthesize it. The reactants are: Br[CH2:2][C:3]1[C:8]([N+:9]([O-:11])=[O:10])=[CH:7][CH:6]=[CH:5][N:4]=1.[Cl:12][C:13]1[CH:18]=[CH:17][C:16]([OH:19])=[CH:15][CH:14]=1. (2) Given the product [I:27][C:3]1[C:12]([CH:13]=[O:14])=[C:11]([CH2:15][N:16]2[CH2:21][CH2:20][N:19]([CH3:22])[CH2:18][CH2:17]2)[C:10]2[CH:9]=[C:8]3[O:23][CH2:24][CH2:25][O:26][C:7]3=[CH:6][C:5]=2[N:4]=1, predict the reactants needed to synthesize it. The reactants are: O.Cl[C:3]1[C:12]([CH:13]=[O:14])=[C:11]([CH2:15][N:16]2[CH2:21][CH2:20][N:19]([CH3:22])[CH2:18][CH2:17]2)[C:10]2[CH:9]=[C:8]3[O:23][CH2:24][CH2:25][O:26][C:7]3=[CH:6][C:5]=2[N:4]=1.[I-:27].[Na+].Cl. (3) Given the product [NH:21]1[CH2:22][CH2:23][CH:18]([N:15]2[CH2:14][CH2:13][CH:12]([N:11]3[C@@H:10]4[C@H:5]([CH2:6][CH2:7][CH2:8][CH2:9]4)[O:4][CH2:3][C:2]3=[O:1])[CH2:17][CH2:16]2)[CH2:19][CH2:20]1, predict the reactants needed to synthesize it. The reactants are: [O:1]=[C:2]1[N:11]([CH:12]2[CH2:17][CH2:16][N:15]([CH:18]3[CH2:23][CH2:22][N:21](C(OC(C)(C)C)=O)[CH2:20][CH2:19]3)[CH2:14][CH2:13]2)[C@@H:10]2[C@H:5]([CH2:6][CH2:7][CH2:8][CH2:9]2)[O:4][CH2:3]1.Cl. (4) Given the product [CH:3]1([NH:9][C:10]2[C:15]([C:16]([OH:18])=[O:17])=[CH:14][N:13]=[C:12]3[N:21]([CH2:24][CH3:25])[N:22]=[CH:23][C:11]=23)[CH2:4][CH2:5][CH2:6][CH2:7][CH2:8]1, predict the reactants needed to synthesize it. The reactants are: [OH-].[Na+].[CH:3]1([NH:9][C:10]2[C:15]([C:16]([O:18]CC)=[O:17])=[CH:14][N:13]=[C:12]3[N:21]([CH2:24][CH3:25])[N:22]=[CH:23][C:11]=23)[CH2:8][CH2:7][CH2:6][CH2:5][CH2:4]1.O.